Dataset: Forward reaction prediction with 1.9M reactions from USPTO patents (1976-2016). Task: Predict the product of the given reaction. (1) Given the reactants [NH2:1][C:2]1[N:7]=[CH:6][N:5]=[C:4]2[N:8]([CH2:32][CH2:33][OH:34])[N:9]=[C:10]([C:11]3[CH:16]=[CH:15][C:14]([NH:17][C:18]([C:20]4[N:21]([CH3:29])[C:22]5[C:27]([CH:28]=4)=[CH:26][CH:25]=[CH:24][CH:23]=5)=[O:19])=[C:13]([O:30][CH3:31])[CH:12]=3)[C:3]=12.[CH3:35][S:36](Cl)(=[O:38])=[O:37], predict the reaction product. The product is: [CH3:35][S:36]([O:34][CH2:33][CH2:32][N:8]1[C:4]2=[N:5][CH:6]=[N:7][C:2]([NH2:1])=[C:3]2[C:10]([C:11]2[CH:16]=[CH:15][C:14]([NH:17][C:18]([C:20]3[N:21]([CH3:29])[C:22]4[C:27]([CH:28]=3)=[CH:26][CH:25]=[CH:24][CH:23]=4)=[O:19])=[C:13]([O:30][CH3:31])[CH:12]=2)=[N:9]1)(=[O:38])=[O:37]. (2) Given the reactants [O:1]1[C:5]2([CH2:10][CH2:9][N:8]([C:11]([C:13]3[NH:14][C:15]4[C:20]([CH:21]=3)=[CH:19][C:18]([C:22]([N:24]3[CH2:29][CH2:28][N:27]([CH:30]([CH3:32])[CH3:31])[CH2:26][CH2:25]3)=[O:23])=[CH:17][CH:16]=4)=[O:12])[CH2:7][CH2:6]2)[O:4][CH2:3][CH2:2]1.[H-].[Na+].[CH:35]1([CH2:38]Br)[CH2:37][CH2:36]1, predict the reaction product. The product is: [CH:35]1([CH2:38][N:14]2[C:15]3[C:20](=[CH:19][C:18]([C:22]([N:24]4[CH2:25][CH2:26][N:27]([CH:30]([CH3:32])[CH3:31])[CH2:28][CH2:29]4)=[O:23])=[CH:17][CH:16]=3)[CH:21]=[C:13]2[C:11]([N:8]2[CH2:9][CH2:10][C:5]3([O:4][CH2:3][CH2:2][O:1]3)[CH2:6][CH2:7]2)=[O:12])[CH2:37][CH2:36]1. (3) Given the reactants [F:1][C:2]([F:20])([C:14]1[CH:19]=[CH:18][CH:17]=[CH:16][CH:15]=1)[CH2:3][O:4][C:5]1[CH:6]=[C:7]([CH2:11][C:12]#[N:13])[CH:8]=[CH:9][CH:10]=1.Cl, predict the reaction product. The product is: [F:1][C:2]([F:20])([C:14]1[CH:19]=[CH:18][CH:17]=[CH:16][CH:15]=1)[CH2:3][O:4][C:5]1[CH:6]=[C:7]([CH2:11][CH2:12][NH2:13])[CH:8]=[CH:9][CH:10]=1. (4) Given the reactants [C:1]([C:4]1[C:12]2[C:7](=[CH:8][CH:9]=[C:10]([O:13]CC3C=CC=CC=3)[CH:11]=2)[N:6]([CH2:21][C:22]([N:24]2[C@H:29]([C:30]([NH:32][CH2:33][C@H:34]3[CH2:36][C:35]3([Cl:38])[Cl:37])=[O:31])[CH2:28][C@@H:27]3[C@H:25]2[CH2:26]3)=[O:23])[N:5]=1)(=[O:3])[CH3:2].C1(SC)C=CC=CC=1, predict the reaction product. The product is: [Cl:38][C:35]1([Cl:37])[CH2:36][C@@H:34]1[CH2:33][NH:32][C:30]([C@@H:29]1[CH2:28][C@@H:27]2[C@@H:25]([CH2:26]2)[N:24]1[C:22](=[O:23])[CH2:21][N:6]1[C:7]2[C:12](=[CH:11][C:10]([OH:13])=[CH:9][CH:8]=2)[C:4]([C:1](=[O:3])[CH3:2])=[N:5]1)=[O:31]. (5) Given the reactants [F:1][C:2]1[CH:10]=[CH:9][CH:8]=[C:7]2[C:3]=1[CH:4]=[C:5]([C:11]1[N:16]=[C:15]([C:17]3[C:18]([N:37]([CH3:42])[S:38]([CH3:41])(=[O:40])=[O:39])=[CH:19][C:20]4[O:24][C:23]([C:25]5[CH:30]=[CH:29][C:28]([F:31])=[CH:27][CH:26]=5)=[C:22]([C:32]([NH:34][CH3:35])=[O:33])[C:21]=4[CH:36]=3)[CH:14]=[CH:13][C:12]=1[CH:43]=[CH:44][CH2:45][CH2:46][OH:47])[NH:6]2, predict the reaction product. The product is: [F:1][C:2]1[C:3]2[CH:4]=[C:5]3[C:11]4[N:16]=[C:15]([C:17]5[C:18]([N:37]([CH3:42])[S:38]([CH3:41])(=[O:40])=[O:39])=[CH:19][C:20]6[O:24][C:23]([C:25]7[CH:30]=[CH:29][C:28]([F:31])=[CH:27][CH:26]=7)=[C:22]([C:32]([NH:34][CH3:35])=[O:33])[C:21]=6[CH:36]=5)[CH:14]=[CH:13][C:12]=4[CH2:43][CH:44]([CH2:45][CH2:46][OH:47])[N:6]3[C:7]=2[CH:8]=[CH:9][CH:10]=1. (6) Given the reactants [CH3:1][O:2][C:3]([C:5]1[CH:6]=[N:7][C:8]([C:11]2[O:19][C:14]3=[CH:15][N:16]=[CH:17][CH:18]=[C:13]3[C:12]=2[NH:20][C:21]2[CH:30]=[CH:29][C:28]3[C:23](=[CH:24][CH:25]=[CH:26][C:27]=3[O:31]COCC3C=CC=CC=3)[CH:22]=2)=[N:9][CH:10]=1)=[O:4].Cl, predict the reaction product. The product is: [OH:31][C:27]1[CH:26]=[CH:25][CH:24]=[C:23]2[C:28]=1[CH:29]=[CH:30][C:21]([NH:20][C:12]1[C:13]3[C:14](=[CH:15][N:16]=[CH:17][CH:18]=3)[O:19][C:11]=1[C:8]1[N:9]=[CH:10][C:5]([C:3]([O:2][CH3:1])=[O:4])=[CH:6][N:7]=1)=[CH:22]2.